Dataset: Forward reaction prediction with 1.9M reactions from USPTO patents (1976-2016). Task: Predict the product of the given reaction. (1) Given the reactants C[N:2]([C:4]1[CH:9]=[CH:8][CH:7]=[CH:6][CH:5]=1)N.[Cl:10][C:11]1[CH:16]=[CH:15][C:14]([S:17][CH2:18][C:19]([CH3:21])=O)=[CH:13][CH:12]=1.O.[C:23](#N)C, predict the reaction product. The product is: [Cl:10][C:11]1[CH:16]=[CH:15][C:14]([S:17][C:18]2[C:9]3[C:4](=[CH:5][CH:6]=[C:7]([CH3:23])[CH:8]=3)[NH:2][C:19]=2[CH3:21])=[CH:13][CH:12]=1. (2) Given the reactants [CH2:1]([N:8]1[CH:13]([CH2:14][CH2:15][OH:16])[CH2:12][O:11][CH:10]([CH3:17])[C:9]1=O)[C:2]1[CH:7]=[CH:6][CH:5]=[CH:4][CH:3]=1.CO, predict the reaction product. The product is: [CH2:1]([N:8]1[CH2:9][CH:10]([CH3:17])[O:11][CH2:12][CH:13]1[CH2:14][CH2:15][OH:16])[C:2]1[CH:3]=[CH:4][CH:5]=[CH:6][CH:7]=1. (3) Given the reactants Br[C:2]1[CH:3]=[C:4]2[C:8](=[C:9]([C:11]([NH2:13])=[O:12])[CH:10]=1)[NH:7][CH:6]=[C:5]2[CH:14]1[CH2:19][CH2:18][N:17]([S:20]([CH2:23][CH2:24][CH2:25][O:26][CH3:27])(=[O:22])=[O:21])[CH2:16][CH2:15]1.[CH:28]([C:30]1[CH:31]=[C:32](B(O)O)[CH:33]=[CH:34][CH:35]=1)=[O:29].C(=O)([O-])[O-], predict the reaction product. The product is: [CH:28]([C:30]1[CH:35]=[C:34]([C:2]2[CH:3]=[C:4]3[C:8](=[C:9]([C:11]([NH2:13])=[O:12])[CH:10]=2)[NH:7][CH:6]=[C:5]3[CH:14]2[CH2:15][CH2:16][N:17]([S:20]([CH2:23][CH2:24][CH2:25][O:26][CH3:27])(=[O:21])=[O:22])[CH2:18][CH2:19]2)[CH:33]=[CH:32][CH:31]=1)=[O:29]. (4) Given the reactants [OH:1][C:2]1[C:3]([C:8]([NH:10][C:11]23[C:29](=[O:30])[C:28]4[C:23](=[CH:24][CH:25]=[CH:26][C:27]=4[N+:31]([O-])=O)[C:12]2([OH:34])[O:13][C:14]2[CH:19]=[C:18]([CH:20]([CH3:22])[CH3:21])[CH:17]=[CH:16][C:15]=23)=[O:9])=[N:4][CH:5]=[CH:6][CH:7]=1.[NH4+]=S, predict the reaction product. The product is: [NH2:31][C:27]1[CH:26]=[CH:25][CH:24]=[C:23]2[C:28]=1[C:29](=[O:30])[C:11]1([NH:10][C:8](=[O:9])[C:3]3[C:2]([OH:1])=[CH:7][CH:6]=[CH:5][N:4]=3)[C:15]3[CH:16]=[CH:17][C:18]([CH:20]([CH3:21])[CH3:22])=[CH:19][C:14]=3[O:13][C:12]12[OH:34]. (5) The product is: [Cl:27][C:28]1[CH:33]=[CH:32][C:31]([N:34]2[C:9](=[O:11])[C:8]3[C:7](=[CH:15][C:14]([OH:16])=[CH:13][CH:12]=3)[N:6]=[C:1]2[CH:2]([CH3:3])[CH3:4])=[CH:30][C:29]=1[F:35]. Given the reactants [C:1]([NH:6][C:7]1[CH:15]=[C:14]([O:16][Si](C(C)C)(C(C)C)C(C)C)[CH:13]=[CH:12][C:8]=1[C:9]([OH:11])=O)(=O)[CH:2]([CH3:4])[CH3:3].[Cl:27][C:28]1[CH:33]=[CH:32][C:31]([NH2:34])=[CH:30][C:29]=1[F:35].P(Cl)(Cl)Cl, predict the reaction product. (6) Given the reactants [NH2:1][C:2]1[CH:7]=[CH:6][CH:5]=[C:4]([CH3:8])[C:3]=1[NH:9][C:10]1[C:11]([CH3:20])=[C:12]([CH:17]=[CH:18][CH:19]=1)[C:13]([O:15][CH3:16])=[O:14].[CH3:21]OC(OC)OC, predict the reaction product. The product is: [CH3:20][C:11]1[C:10]([N:9]2[C:3]3[C:4]([CH3:8])=[CH:5][CH:6]=[CH:7][C:2]=3[N:1]=[CH:21]2)=[CH:19][CH:18]=[CH:17][C:12]=1[C:13]([O:15][CH3:16])=[O:14]. (7) Given the reactants [NH2:1][C:2]1[CH:15]=[C:14]([F:16])[C:13]([F:17])=[CH:12][C:3]=1[C:4]([NH:6][C:7]([CH3:11])([C:9]#[CH:10])[CH3:8])=[O:5].ClCCCl.[CH:22](=O)[CH2:23][CH3:24].C(O[BH-](OC(=O)C)OC(=O)C)(=O)C.[Na+], predict the reaction product. The product is: [F:16][C:14]1[C:13]([F:17])=[CH:12][C:3]([C:4]([NH:6][C:7]([CH3:11])([C:9]#[CH:10])[CH3:8])=[O:5])=[C:2]([NH:1][CH2:22][CH2:23][CH3:24])[CH:15]=1. (8) Given the reactants [Cl:1][C:2]1[C:3]([NH:20][C:21]2[CH:25]=[C:24]([CH:26]3[CH2:28][CH2:27]3)[NH:23][N:22]=2)=[N:4][C:5]([C:8]2[S:12][C:11]([CH:13]([OH:19])[C:14]([O:16][CH2:17][CH3:18])=[O:15])=[CH:10][CH:9]=2)=[N:6][CH:7]=1, predict the reaction product. The product is: [Cl:1][C:2]1[C:3]([NH:20][C:21]2[CH:25]=[C:24]([CH:26]3[CH2:28][CH2:27]3)[NH:23][N:22]=2)=[N:4][C:5]([C:8]2[S:12][C:11]([C:13](=[O:19])[C:14]([O:16][CH2:17][CH3:18])=[O:15])=[CH:10][CH:9]=2)=[N:6][CH:7]=1.